Dataset: Forward reaction prediction with 1.9M reactions from USPTO patents (1976-2016). Task: Predict the product of the given reaction. (1) Given the reactants [Br:1][C:2]1[CH:8]=[CH:7][C:5]([NH2:6])=[C:4]([F:9])[CH:3]=1.C[Si]([N-][Si](C)(C)C)(C)C.[Na+].[C:20](O[C:20]([O:22][C:23]([CH3:26])([CH3:25])[CH3:24])=[O:21])([O:22][C:23]([CH3:26])([CH3:25])[CH3:24])=[O:21].C([O-])(O)=O.[Na+], predict the reaction product. The product is: [Br:1][C:2]1[CH:8]=[CH:7][C:5]([NH:6][C:20](=[O:21])[O:22][C:23]([CH3:26])([CH3:25])[CH3:24])=[C:4]([F:9])[CH:3]=1. (2) Given the reactants I[C:2]1[CH:7]=[CH:6][C:5]([O:8][C:9](=[O:18])[N:10]([CH3:17])[C:11]2[CH:16]=[CH:15][CH:14]=[CH:13][CH:12]=2)=[CH:4][CH:3]=1.[F:19][C:20]([F:31])([F:30])[C:21]1[CH:26]=[CH:25][C:24](B(O)O)=[CH:23][CH:22]=1, predict the reaction product. The product is: [F:19][C:20]([F:31])([F:30])[C:21]1[CH:26]=[CH:25][C:24]([C:2]2[CH:7]=[CH:6][C:5]([O:8][C:9](=[O:18])[N:10]([CH3:17])[C:11]3[CH:16]=[CH:15][CH:14]=[CH:13][CH:12]=3)=[CH:4][CH:3]=2)=[CH:23][CH:22]=1. (3) Given the reactants Cl.[CH3:2][O:3][C:4](=[O:16])[C@@H:5]([NH2:15])[CH2:6][C:7]1[CH:12]=[CH:11][C:10]([OH:13])=[C:9]([Cl:14])[CH:8]=1.[C:17](O[C:17]([O:19][C:20]([CH3:23])([CH3:22])[CH3:21])=[O:18])([O:19][C:20]([CH3:23])([CH3:22])[CH3:21])=[O:18].C(N(CC)C(C)C)(C)C, predict the reaction product. The product is: [CH3:2][O:3][C:4](=[O:16])[C@@H:5]([NH:15][C:17]([O:19][C:20]([CH3:23])([CH3:22])[CH3:21])=[O:18])[CH2:6][C:7]1[CH:12]=[CH:11][C:10]([OH:13])=[C:9]([Cl:14])[CH:8]=1. (4) Given the reactants [N:1]1[CH:6]=[CH:5][CH:4]=[CH:3][C:2]=1[CH2:7][C:8]([OH:10])=[O:9].ClC(Cl)(Cl)C[O:14][C:15](=[O:36])[CH:16]([S:26][CH2:27][CH2:28][C:29]1[CH:34]=[CH:33][C:32]([F:35])=[CH:31][CH:30]=1)[CH2:17][C:18]1[CH:23]=[CH:22][C:21]([CH2:24]O)=[CH:20][CH:19]=1, predict the reaction product. The product is: [F:35][C:32]1[CH:33]=[CH:34][C:29]([CH2:28][CH2:27][S:26][CH:16]([CH2:17][C:18]2[CH:19]=[CH:20][C:21]([CH2:24][O:9][C:8](=[O:10])[CH2:7][C:2]3[CH:3]=[CH:4][CH:5]=[CH:6][N:1]=3)=[CH:22][CH:23]=2)[C:15]([OH:36])=[O:14])=[CH:30][CH:31]=1.